This data is from Forward reaction prediction with 1.9M reactions from USPTO patents (1976-2016). The task is: Predict the product of the given reaction. (1) Given the reactants [CH:1]([O:4][C:5]1[C:6]2[CH:17]=[C:16]([C:18]([F:21])([F:20])[F:19])[CH:15]=[CH:14][C:7]=2[S:8][C:9]=1[C:10]([O:12]C)=[O:11])([CH3:3])[CH3:2].O.[OH-].[Li+].O, predict the reaction product. The product is: [CH:1]([O:4][C:5]1[C:6]2[CH:17]=[C:16]([C:18]([F:21])([F:19])[F:20])[CH:15]=[CH:14][C:7]=2[S:8][C:9]=1[C:10]([OH:12])=[O:11])([CH3:3])[CH3:2]. (2) Given the reactants I[C:2]1[C:3]([C:24]2[CH:29]=[CH:28][N:27]=[CH:26][CH:25]=2)=[N:4][N:5]2[C:10]([CH:11]3[CH2:17][CH:16]4[N:18]([C:19]([O:21][CH2:22][CH3:23])=[O:20])[CH:13]([CH2:14][CH2:15]4)[CH2:12]3)=[CH:9][CH:8]=[N:7][C:6]=12.[F:30][C:31]1[C:36]([F:37])=[CH:35][CH:34]=[CH:33][C:32]=1B(O)O, predict the reaction product. The product is: [F:30][C:31]1[C:36]([F:37])=[CH:35][CH:34]=[CH:33][C:32]=1[C:2]1[C:3]([C:24]2[CH:29]=[CH:28][N:27]=[CH:26][CH:25]=2)=[N:4][N:5]2[C:10]([CH:11]3[CH2:12][CH:13]4[N:18]([C:19]([O:21][CH2:22][CH3:23])=[O:20])[CH:16]([CH2:15][CH2:14]4)[CH2:17]3)=[CH:9][CH:8]=[N:7][C:6]=12. (3) Given the reactants [NH:1]1[CH:5]=[CH:4][C:3]([NH:6][C:7](=[O:9])[CH3:8])=[N:2]1.[H-].[Na+].Br.Br[CH2:14][C:15]1[C:20]([OH:21])=[CH:19][CH:18]=[CH:17][N:16]=1.BrCC1C(O)=CC=CN=1, predict the reaction product. The product is: [OH:21][C:20]1[C:15]([CH2:14][N:1]2[CH:5]=[CH:4][C:3]([NH:6][C:7](=[O:9])[CH3:8])=[N:2]2)=[N:16][CH:17]=[CH:18][CH:19]=1. (4) Given the reactants [NH2:1][C:2]1[S:3][CH:4]=[C:5]([CH2:7][C:8]([O:10][CH2:11][CH3:12])=[O:9])[N:6]=1.[Br:13][C:14]1[CH:15]=[C:16]([S:20](Cl)(=[O:22])=[O:21])[CH:17]=[CH:18][CH:19]=1, predict the reaction product. The product is: [Br:13][C:14]1[CH:15]=[C:16]([S:20]([NH:1][C:2]2[S:3][CH:4]=[C:5]([CH2:7][C:8]([O:10][CH2:11][CH3:12])=[O:9])[N:6]=2)(=[O:22])=[O:21])[CH:17]=[CH:18][CH:19]=1. (5) Given the reactants [CH2:1]([O:5][CH2:6][CH2:7][O:8][C:9]1[CH:14]=[CH:13][C:12]([C:15]2[CH:16]=[CH:17][C:18]3[N:25]([CH2:26][CH:27]([CH3:29])[CH3:28])[CH2:24][CH2:23][CH2:22][C:21]([C:30]([NH:32][C:33]4[CH:38]=[CH:37][C:36]([S:39][CH2:40][C:41]5[N:45]([CH2:46][CH2:47][CH3:48])[CH:44]=[N:43][N:42]=5)=[CH:35][CH:34]=4)=[O:31])=[CH:20][C:19]=3[CH:49]=2)=[CH:11][CH:10]=1)[CH2:2][CH2:3][CH3:4].ClC1C=CC=C(C(OO)=[O:58])C=1.S([O-])([O-])(=O)=S.[Na+].[Na+], predict the reaction product. The product is: [CH2:1]([O:5][CH2:6][CH2:7][O:8][C:9]1[CH:10]=[CH:11][C:12]([C:15]2[CH:16]=[CH:17][C:18]3[N:25]([CH2:26][CH:27]([CH3:28])[CH3:29])[CH2:24][CH2:23][CH2:22][C:21]([C:30]([NH:32][C:33]4[CH:34]=[CH:35][C:36]([S:39]([CH2:40][C:41]5[N:45]([CH2:46][CH2:47][CH3:48])[CH:44]=[N:43][N:42]=5)=[O:58])=[CH:37][CH:38]=4)=[O:31])=[CH:20][C:19]=3[CH:49]=2)=[CH:13][CH:14]=1)[CH2:2][CH2:3][CH3:4].